Task: Predict the product of the given reaction.. Dataset: Forward reaction prediction with 1.9M reactions from USPTO patents (1976-2016) (1) Given the reactants C(OC(=O)C1C=CC(N[C:12](=[O:38])[CH:13]([N:20]2[C:24]3[CH:25]=[C:26]([F:30])[C:27]([F:29])=[CH:28][C:23]=3[N:22]=[C:21]2[C:31]2[CH:36]=[CH:35][C:34]([Cl:37])=[CH:33][CH:32]=2)[CH:14]2[CH2:19][CH2:18][CH2:17][CH2:16][CH2:15]2)=CC=1)C.ClC1C=CC(C2N(C(C3CCCCC3)C(NC[C@H]3CC[C@H](C(O)=O)CC3)=O)C3C=CC(F)=CC=3N=2)=CC=1.[CH3:77][O:78][C:79](=[O:91])[C:80]([C:83]1[CH:88]=[CH:87][C:86]([NH2:89])=[C:85]([F:90])[CH:84]=1)([CH3:82])[CH3:81], predict the reaction product. The product is: [CH3:77][O:78][C:79](=[O:91])[C:80]([C:83]1[CH:88]=[CH:87][C:86]([NH:89][C:12](=[O:38])[CH:13]([N:20]2[C:24]3[CH:25]=[C:26]([F:30])[C:27]([F:29])=[CH:28][C:23]=3[N:22]=[C:21]2[C:31]2[CH:32]=[CH:33][C:34]([Cl:37])=[CH:35][CH:36]=2)[CH:14]2[CH2:15][CH2:16][CH2:17][CH2:18][CH2:19]2)=[C:85]([F:90])[CH:84]=1)([CH3:82])[CH3:81]. (2) Given the reactants Cl.[CH2:2]([N:4]1[N:8]=[N:7][C:6]([CH2:9][N:10]2[C:15]3[CH:16]=[C:17]([C:19]4[CH:24]=[C:23]([F:25])[CH:22]=[CH:21][C:20]=4[O:26][CH3:27])[S:18][C:14]=3[C:13](=[O:28])[N:12]([CH:29]3[CH2:34][CH2:33][NH:32][CH2:31][CH2:30]3)[C:11]2=[O:35])=[N:5]1)[CH3:3].[CH2:36]([O:38][C:39]1[C:48]([O:49][CH3:50])=[CH:47][C:46]2[C:45]([C:51]3[CH:59]=[CH:58][C:54]([C:55](O)=[O:56])=[CH:53][CH:52]=3)=[N:44][C@@H:43]3[CH2:60][CH2:61][S:62][CH2:63][C@@H:42]3[C:41]=2[CH:40]=1)[CH3:37].CN(C(ON1N=NC2C=CC=CC1=2)=[N+](C)C)C.F[P-](F)(F)(F)(F)F.CCN(C(C)C)C(C)C, predict the reaction product. The product is: [CH2:36]([O:38][C:39]1[C:48]([O:49][CH3:50])=[CH:47][C:46]2[C:45]([C:51]3[CH:52]=[CH:53][C:54]([C:55]([N:32]4[CH2:33][CH2:34][CH:29]([N:12]5[C:13](=[O:28])[C:14]6[S:18][C:17]([C:19]7[CH:24]=[C:23]([F:25])[CH:22]=[CH:21][C:20]=7[O:26][CH3:27])=[CH:16][C:15]=6[N:10]([CH2:9][C:6]6[N:7]=[N:8][N:4]([CH2:2][CH3:3])[N:5]=6)[C:11]5=[O:35])[CH2:30][CH2:31]4)=[O:56])=[CH:58][CH:59]=3)=[N:44][C@@H:43]3[CH2:60][CH2:61][S:62][CH2:63][C@@H:42]3[C:41]=2[CH:40]=1)[CH3:37]. (3) Given the reactants [Cl:1][C:2]1[CH:7]=[CH:6][C:5]([C:8]2[S:9][C:10]([CH2:14][O:15][C@@H:16]3[CH2:21][CH2:20][CH2:19][NH:18][CH2:17]3)=[C:11]([CH3:13])[N:12]=2)=[CH:4][CH:3]=1.[CH3:22][O:23][C:24]([C:26]1[CH:27]=[C:28](OB(O)O)[CH:29]=[CH:30][CH:31]=1)=[O:25], predict the reaction product. The product is: [Cl:1][C:2]1[CH:7]=[CH:6][C:5]([C:8]2[S:9][C:10]([CH2:14][O:15][C@@H:16]3[CH2:21][CH2:20][CH2:19][N:18]([C:30]4[CH:31]=[C:26]([CH:27]=[CH:28][CH:29]=4)[C:24]([O:23][CH3:22])=[O:25])[CH2:17]3)=[C:11]([CH3:13])[N:12]=2)=[CH:4][CH:3]=1. (4) Given the reactants [BrH:1].[C:2]1([OH:12])[C:11]2[C:6](=[CH:7][CH:8]=[N:9][CH:10]=2)[CH:5]=[CH:4][N:3]=1, predict the reaction product. The product is: [OH2:12].[BrH:1].[C:2]1([OH:12])[C:11]2[C:6](=[CH:7][CH:8]=[N:9][CH:10]=2)[CH:5]=[CH:4][N:3]=1. (5) Given the reactants [CH3:1][N:2]([CH2:4][C:5]1[C:13]2[O:12][N:11]=[C:10]([CH2:14][CH2:15][CH:16]3[CH2:21][CH2:20][NH:19][CH2:18][CH2:17]3)[C:9]=2[CH:8]=[CH:7][C:6]=1[C:22]1[CH2:23][CH2:24][O:25][CH2:26][CH:27]=1)[CH3:3].[CH:28]([C:30]1[S:34][C:33]([C:35]#[N:36])=[CH:32][CH:31]=1)=O.C(O[BH-](OC(=O)C)OC(=O)C)(=O)C.[Na+].C(=O)(O)[O-].[Na+], predict the reaction product. The product is: [O:25]1[CH2:24][CH:23]=[C:22]([C:6]2[CH:7]=[CH:8][C:9]3[C:10]([CH2:14][CH2:15][CH:16]4[CH2:17][CH2:18][N:19]([CH2:28][C:30]5[S:34][C:33]([C:35]#[N:36])=[CH:32][CH:31]=5)[CH2:20][CH2:21]4)=[N:11][O:12][C:13]=3[C:5]=2[CH2:4][N:2]([CH3:3])[CH3:1])[CH2:27][CH2:26]1.